From a dataset of Forward reaction prediction with 1.9M reactions from USPTO patents (1976-2016). Predict the product of the given reaction. (1) Given the reactants C(N(CC)C(C)C)(C)C.[Cl:10][C:11]1[CH:33]=[CH:32][C:14]([CH2:15][NH:16][C:17]([C:19]2[C:20](=[O:31])[C:21]3[CH:28]=[C:27]([CH2:29]Cl)[O:26][C:22]=3[N:23]([CH3:25])[CH:24]=2)=[O:18])=[CH:13][CH:12]=1.[O:34]1[CH:38]=[CH:37][C:36]([CH:39]([OH:43])[CH2:40][NH:41][CH3:42])=[CH:35]1.O, predict the reaction product. The product is: [Cl:10][C:11]1[CH:33]=[CH:32][C:14]([CH2:15][NH:16][C:17]([C:19]2[C:20](=[O:31])[C:21]3[CH:28]=[C:27]([CH2:29][N:41]([CH2:40][CH:39]([C:36]4[CH:37]=[CH:38][O:34][CH:35]=4)[OH:43])[CH3:42])[O:26][C:22]=3[N:23]([CH3:25])[CH:24]=2)=[O:18])=[CH:13][CH:12]=1. (2) Given the reactants [F:1][C:2]([F:18])([C:8]1[CH:9]=[N:10][C:11]([C:14]([F:17])([F:16])[F:15])=[CH:12][CH:13]=1)[C:3](OCC)=[O:4].[BH4-].[Na+], predict the reaction product. The product is: [F:18][C:2]([F:1])([C:8]1[CH:9]=[N:10][C:11]([C:14]([F:15])([F:16])[F:17])=[CH:12][CH:13]=1)[CH2:3][OH:4]. (3) Given the reactants C([O:3][C:4](=[O:23])[C:5]([O:15][C:16]1[CH:21]=[CH:20][C:19]([F:22])=[CH:18][CH:17]=1)([CH3:14])[CH2:6][C:7]1[CH:12]=[CH:11][C:10]([OH:13])=[CH:9][CH:8]=1)C.[C:24]1([C:30]2[O:31][C:32]([CH3:48])=[C:33]([CH2:35][CH2:36]OS(C3C=CC(C)=CC=3)(=O)=O)[N:34]=2)[CH:29]=[CH:28][CH:27]=[CH:26][CH:25]=1, predict the reaction product. The product is: [CH:24]1([C:30]2[O:31][C:32]([CH3:48])=[C:33]([CH2:35][CH2:36][O:13][C:10]3[CH:9]=[CH:8][C:7]([CH2:6][C:5]([O:15][C:16]4[CH:17]=[CH:18][C:19]([F:22])=[CH:20][CH:21]=4)([CH3:14])[C:4]([OH:3])=[O:23])=[CH:12][CH:11]=3)[N:34]=2)[CH2:25][CH2:26][CH2:27][CH2:28][CH2:29]1. (4) Given the reactants Cl.[O:2]1CCO[CH:3]1[C:7]1[CH:8]=[C:9]([NH:13][C:14](=[O:25])[CH2:15][CH2:16][CH2:17][CH2:18][C:19]2[CH:24]=[CH:23][CH:22]=[CH:21][CH:20]=2)[CH:10]=[CH:11][CH:12]=1, predict the reaction product. The product is: [CH:3]([C:7]1[CH:8]=[C:9]([NH:13][C:14](=[O:25])[CH2:15][CH2:16][CH2:17][CH2:18][C:19]2[CH:24]=[CH:23][CH:22]=[CH:21][CH:20]=2)[CH:10]=[CH:11][CH:12]=1)=[O:2]. (5) Given the reactants C([O:3][C:4](=[O:20])[C@@H:5]([O:18][CH3:19])[CH2:6][C:7]1[CH:12]=[CH:11][C:10]([O:13][CH2:14][CH2:15][CH2:16]Br)=[CH:9][CH:8]=1)C.[OH:21][C:22]1[CH:23]=[C:24]([CH:27]=[CH:28][CH:29]=1)[C:25]#[N:26].CO[C@@H](CC1C=CC(OCCCOC2C=CC=CC=2)=CC=1)C(O)=O, predict the reaction product. The product is: [C:25]([C:24]1[CH:23]=[C:22]([CH:29]=[CH:28][CH:27]=1)[O:21][CH2:16][CH2:15][CH2:14][O:13][C:10]1[CH:9]=[CH:8][C:7]([CH2:6][C@H:5]([O:18][CH3:19])[C:4]([OH:3])=[O:20])=[CH:12][CH:11]=1)#[N:26]. (6) Given the reactants CCOC(/N=N/C(OCC)=O)=O.[Cl:13][C:14]1[CH:15]=[C:16]([NH:21][C:22]([C@@H:24]2[CH2:29][CH2:28][C@@H:27]([CH3:30])[N:26]([C:31](=[O:44])[C:32]3[CH:37]=[CH:36][C:35]([F:38])=[CH:34][C:33]=3[N:39]3[N:43]=[CH:42][CH:41]=[N:40]3)[CH2:25]2)=[O:23])[C:17](O)=[N:18][CH:19]=1.C1C=CC(P(C2C=CC=CC=2)C2C=CC=CC=2)=CC=1, predict the reaction product. The product is: [Cl:13][C:14]1[CH:15]=[C:16]2[N:21]=[C:22]([C@H:24]3[CH2:25][N:26]([C:31]([C:32]4[CH:37]=[CH:36][C:35]([F:38])=[CH:34][C:33]=4[N:39]4[N:43]=[CH:42][CH:41]=[N:40]4)=[O:44])[C@H:27]([CH3:30])[CH2:28][CH2:29]3)[O:23][C:17]2=[N:18][CH:19]=1.